Dataset: Full USPTO retrosynthesis dataset with 1.9M reactions from patents (1976-2016). Task: Predict the reactants needed to synthesize the given product. (1) Given the product [C:1]([O:5][C:6]([N:8]1[CH2:9][CH2:10][N:11]([C:14]2[CH:19]=[CH:18][C:17]([C:20]([CH:23]3[CH2:27][CH2:26][CH2:25][CH2:24]3)=[O:30])=[CH:16][C:15]=2[F:22])[CH2:12][CH2:13]1)=[O:7])([CH3:4])([CH3:3])[CH3:2], predict the reactants needed to synthesize it. The reactants are: [C:1]([O:5][C:6]([N:8]1[CH2:13][CH2:12][N:11]([C:14]2[CH:19]=[CH:18][C:17]([C:20]#N)=[CH:16][C:15]=2[F:22])[CH2:10][CH2:9]1)=[O:7])([CH3:4])([CH3:3])[CH3:2].[CH:23]1([Mg]Cl)[CH2:27][CH2:26][CH2:25][CH2:24]1.[OH2:30].Cl. (2) Given the product [CH2:15]([NH:4][C:3]1[CH:5]=[CH:6][CH:7]=[CH:8][C:2]=1[C:1]([OH:10])=[O:9])[CH:16]([CH3:18])[CH3:17], predict the reactants needed to synthesize it. The reactants are: [C:1]([OH:10])(=[O:9])[C:2]1[C:3](=[CH:5][CH:6]=[CH:7][CH:8]=1)[NH2:4].ClCCCl.[CH:15](=O)[CH:16]([CH3:18])[CH3:17].C(O[BH-](OC(=O)C)OC(=O)C)(=O)C.[Na+]. (3) Given the product [Cl:11][C:9]1[S:10][C:5]2[S:4](=[O:13])(=[O:12])[N:3]=[C:2]([NH:23][C:14]([CH3:16])([C:17]3[CH:22]=[CH:21][CH:20]=[CH:19][CH:18]=3)[CH3:15])[NH:7][C:6]=2[CH:8]=1, predict the reactants needed to synthesize it. The reactants are: Cl[C:2]1[NH:7][C:6]2[CH:8]=[C:9]([Cl:11])[S:10][C:5]=2[S:4](=[O:13])(=[O:12])[N:3]=1.[C:14]([NH2:23])([C:17]1[CH:22]=[CH:21][CH:20]=[CH:19][CH:18]=1)([CH3:16])[CH3:15]. (4) Given the product [F:1][C:2]1[C:7]([F:8])=[C:6]([CH3:9])[CH:5]=[CH:4][C:3]=1[C:10]1[S:11][CH:12]=[C:13]([NH:19][C:20]([C:22]2[CH:31]=[C:25]3[C:26]([F:30])=[CH:27][CH:28]=[CH:29][N:24]3[N:23]=2)=[O:21])[C:14]=1[C:15]([OH:17])=[O:16], predict the reactants needed to synthesize it. The reactants are: [F:1][C:2]1[C:7]([F:8])=[C:6]([CH3:9])[CH:5]=[CH:4][C:3]=1[C:10]1[S:11][CH:12]=[C:13]([NH:19][C:20]([C:22]2[CH:31]=[C:25]3[C:26]([F:30])=[CH:27][CH:28]=[CH:29][N:24]3[N:23]=2)=[O:21])[C:14]=1[C:15]([O:17]C)=[O:16].[OH-].[Li+].